From a dataset of Catalyst prediction with 721,799 reactions and 888 catalyst types from USPTO. Predict which catalyst facilitates the given reaction. (1) Reactant: [CH:1]([O:4][C:5]1[CH:13]=[CH:12][C:11]([S:14]([CH3:17])(=[O:16])=[O:15])=[CH:10][C:6]=1[C:7]([OH:9])=O)([CH3:3])[CH3:2].[CH2:18]([O:20][C:21]1[CH:35]=[CH:34][C:24]2[N:25]=[C:26]([N:28]3[CH2:33][CH2:32][NH:31][CH2:30][CH2:29]3)[S:27][C:23]=2[CH:22]=1)[CH3:19]. Product: [CH2:18]([O:20][C:21]1[CH:35]=[CH:34][C:24]2[N:25]=[C:26]([N:28]3[CH2:33][CH2:32][N:31]([C:7]([C:6]4[CH:10]=[C:11]([S:14]([CH3:17])(=[O:16])=[O:15])[CH:12]=[CH:13][C:5]=4[O:4][CH:1]([CH3:2])[CH3:3])=[O:9])[CH2:30][CH2:29]3)[S:27][C:23]=2[CH:22]=1)[CH3:19]. The catalyst class is: 7. (2) Reactant: [Cl:1][C:2]1[N:10]=[C:9]([Cl:11])[C:8]([Cl:12])=[CH:7][C:3]=1[C:4]([NH2:6])=O. Product: [Cl:1][C:2]1[N:10]=[C:9]([Cl:11])[C:8]([Cl:12])=[CH:7][C:3]=1[C:4]#[N:6]. The catalyst class is: 265. (3) Reactant: [C:1]([C:3]1(O)[CH2:10][CH2:9][CH2:8][CH2:7][CH2:6][CH2:5][CH2:4]1)#[CH:2].C(O)=[O:13]. Product: [CH:3]1([C:1](=[O:13])[CH3:2])[CH2:10][CH2:9][CH2:8][CH2:7][CH2:6][CH:5]=[CH:4]1. The catalyst class is: 28. (4) Reactant: [NH2:1][C:2]1[N:7]=[C:6](S(C)=O)[C:5]([C:11]#[N:12])=[C:4]([N:13]2[CH:17]=[CH:16][CH:15]=[N:14]2)[N:3]=1.Cl.Cl.[CH:20]1[C:29]2[C:24](=[CH:25][CH:26]=[CH:27][CH:28]=2)[CH:23]=[C:22]([CH2:30][NH2:31])[N:21]=1.C1CCN2C(=NCCC2)CC1. Product: [NH2:1][C:2]1[N:7]=[C:6]([NH:31][CH2:30][C:22]2[N:21]=[CH:20][C:29]3[C:24]([CH:23]=2)=[CH:25][CH:26]=[CH:27][CH:28]=3)[C:5]([C:11]#[N:12])=[C:4]([N:13]2[CH:17]=[CH:16][CH:15]=[N:14]2)[N:3]=1. The catalyst class is: 57. (5) Reactant: [CH2:1]([C@@H:3]1[CH2:19][CH2:18][CH2:17][C@H:16]([NH:20]C(=O)OC(C)(C)C)[C:15]2[CH:28]=[C:11]([CH:12]=[CH:13][N:14]=2)[C:10]2[N:9]([CH3:29])[N:8]=[CH:7][C:6]=2[NH:5][C:4]1=[O:30])[CH3:2].O1CCOCC1.[ClH:37]. Product: [ClH:37].[ClH:37].[ClH:37].[NH2:20][C@@H:16]1[C:15]2[CH:28]=[C:11]([CH:12]=[CH:13][N:14]=2)[C:10]2[N:9]([CH3:29])[N:8]=[CH:7][C:6]=2[NH:5][C:4](=[O:30])[C@H:3]([CH2:1][CH3:2])[CH2:19][CH2:18][CH2:17]1. The catalyst class is: 5. (6) Product: [CH3:1][C:2]1[CH:7]=[CH:6][CH:5]=[C:4]([CH3:8])[C:3]=1[CH2:9][NH:10][C:11]1[C:12]2[N:13]([C:26]([CH3:30])=[C:27]([CH3:29])[N:28]=2)[CH:14]=[C:15]([C:17]2[O:21][C:20]([C:22]([OH:24])=[O:23])=[CH:19][CH:18]=2)[CH:16]=1. The catalyst class is: 7. Reactant: [CH3:1][C:2]1[CH:7]=[CH:6][CH:5]=[C:4]([CH3:8])[C:3]=1[CH2:9][NH:10][C:11]1[C:12]2[N:13]([C:26]([CH3:30])=[C:27]([CH3:29])[N:28]=2)[CH:14]=[C:15]([C:17]2[O:21][C:20]([C:22]([O:24]C)=[O:23])=[CH:19][CH:18]=2)[CH:16]=1.[OH-].[Li+].Cl. (7) Product: [C:29]([O:10][CH2:9][C:8]1[CH:11]=[CH:12][CH:13]=[CH:14][C:7]=1[C:1]1[CH:2]=[CH:3][CH:4]=[CH:5][CH:6]=1)(=[O:32])[CH:30]=[CH2:31]. The catalyst class is: 6. Reactant: [C:1]1([C:7]2[CH:14]=[CH:13][CH:12]=[CH:11][C:8]=2[CH2:9][OH:10])[CH:6]=[CH:5][CH:4]=[CH:3][CH:2]=1.C1(C)C=CC=CC=1.C(N(CC)CC)C.[C:29](Cl)(=[O:32])[CH:30]=[CH2:31]. (8) Reactant: [CH3:1][C@H:2]1[NH:8][CH2:7][C:6]2[CH:9]=[CH:10][CH:11]=[CH:12][C:5]=2[NH:4][CH2:3]1.[C:13](OC(=O)C)(=[O:15])[CH3:14].CCN(CC)CC. Product: [CH3:1][C@H:2]1[N:8]([C:13](=[O:15])[CH3:14])[CH2:7][C:6]2[CH:9]=[CH:10][CH:11]=[CH:12][C:5]=2[NH:4][CH2:3]1. The catalyst class is: 3. (9) Reactant: [CH2:1]([N:3]1[C:7]([C:8](O)=[O:9])=[CH:6][N:5]=[C:4]1[C:11]1[C:20]2[C:15](=[CH:16][CH:17]=[CH:18][CH:19]=2)[CH:14]=[CH:13][CH:12]=1)[CH3:2].[CH3:21][CH2:22][N:23](CC)[CH2:24][CH3:25].F[P-](F)(F)(F)(F)F.[N:35]1(O[P+](N(C)C)(N(C)C)N(C)C)[C:39]2[CH:40]=[CH:41][CH:42]=CC=2N=N1. Product: [CH:39]1([N:35]2[CH2:25][CH2:24][N:23]([C:8]([C:7]3[N:3]([CH2:1][CH3:2])[C:4]([C:11]4[C:20]5[C:15](=[CH:16][CH:17]=[CH:18][CH:19]=5)[CH:14]=[CH:13][CH:12]=4)=[N:5][CH:6]=3)=[O:9])[CH2:22][CH2:21]2)[CH2:40][CH2:41][CH2:42]1. The catalyst class is: 2.